Predict the reactants needed to synthesize the given product. From a dataset of Full USPTO retrosynthesis dataset with 1.9M reactions from patents (1976-2016). Given the product [CH3:2][C:3]1[CH:8]=[CH:7][N:6]=[CH:5][C:4]=1[C:9](=[S:1])[NH2:10], predict the reactants needed to synthesize it. The reactants are: [SH2:1].[CH3:2][C:3]1[CH:8]=[CH:7][N:6]=[CH:5][C:4]=1[C:9]#[N:10].C(N(CC)CC)C.